This data is from Full USPTO retrosynthesis dataset with 1.9M reactions from patents (1976-2016). The task is: Predict the reactants needed to synthesize the given product. (1) Given the product [CH3:1][C:2]1[CH:21]=[CH:20][C:19]([C:46]2[C:41]([N:38]3[CH2:37][CH2:36][CH:35]([C:33]([OH:34])=[O:32])[CH2:40][CH2:39]3)=[N:42][CH:43]=[CH:44][CH:45]=2)=[CH:18][C:3]=1[C:4]([NH:6][CH2:7][C:8]12[CH2:17][CH:12]3[CH2:13][CH:14]([CH2:16][CH:10]([CH2:11]3)[CH2:9]1)[CH2:15]2)=[O:5], predict the reactants needed to synthesize it. The reactants are: [CH3:1][C:2]1[CH:21]=[CH:20][C:19](B2OC(C)(C)C(C)(C)O2)=[CH:18][C:3]=1[C:4]([NH:6][CH2:7][C:8]12[CH2:17][CH:12]3[CH2:13][CH:14]([CH2:16][CH:10]([CH2:11]3)[CH2:9]1)[CH2:15]2)=[O:5].C[O:32][C:33]([CH:35]1[CH2:40][CH2:39][N:38]([C:41]2[C:46](Br)=[CH:45][CH:44]=[CH:43][N:42]=2)[CH2:37][CH2:36]1)=[O:34].C(=O)([O-])[O-].[Na+].[Na+].[OH-].[Na+]. (2) Given the product [Cl:1][C:2]1[CH:7]=[C:6]2[NH:8][C:9](=[O:45])[C@@:10]3([C@H:14]([CH2:15][C@H:16]([CH3:21])[C:17]([F:18])([F:19])[F:20])[NH:13][C@@H:12]([C:22]([NH:24][C:25]4[CH:34]=[CH:33][C:28]([C:29]([OH:31])=[O:30])=[CH:27][C:26]=4[O:35][CH3:36])=[O:23])[C@@H:11]3[C:37]3[CH:42]=[CH:41][CH:40]=[C:39]([Cl:43])[C:38]=3[F:44])[C:5]2=[CH:4][CH:3]=1, predict the reactants needed to synthesize it. The reactants are: [Cl:1][C:2]1[CH:7]=[C:6]2[NH:8][C:9](=[O:45])[C@@:10]3([C@H:14]([CH2:15][C@H:16]([CH3:21])[C:17]([F:20])([F:19])[F:18])[NH:13][C@@H:12]([C:22]([NH:24][C:25]4[CH:34]=[CH:33][C:28]([C:29]([O:31]C)=[O:30])=[CH:27][C:26]=4[O:35][CH3:36])=[O:23])[C@@H:11]3[C:37]3[CH:42]=[CH:41][CH:40]=[C:39]([Cl:43])[C:38]=3[F:44])[C:5]2=[CH:4][CH:3]=1.O.[OH-].[Na+]. (3) Given the product [Br-:1].[C:27]([C:24]1[CH:25]=[CH:26][C:21]([S+:19]([C:16]2[CH:15]=[CH:14][C:13]([C:9]([CH3:12])([CH3:11])[CH3:10])=[CH:18][CH:17]=2)[C:2]2[CH:7]=[CH:6][C:5]([F:8])=[CH:4][CH:3]=2)=[CH:22][CH:23]=1)([CH3:30])([CH3:29])[CH3:28], predict the reactants needed to synthesize it. The reactants are: [Br:1][C:2]1[CH:7]=[CH:6][C:5]([F:8])=[CH:4][CH:3]=1.[C:9]([C:13]1[CH:18]=[CH:17][C:16]([S:19]([C:21]2[CH:26]=[CH:25][C:24]([C:27]([CH3:30])([CH3:29])[CH3:28])=[CH:23][CH:22]=2)=O)=[CH:15][CH:14]=1)([CH3:12])([CH3:11])[CH3:10].C[Si](Cl)(C)C.Cl. (4) Given the product [CH3:1][CH:2]1[CH2:6][C:5]([CH3:7])([CH3:8])[CH2:4][CH:3]1[CH:9]([CH3:12])[C:10]#[N:11], predict the reactants needed to synthesize it. The reactants are: [CH3:1][CH:2]1[CH2:6][C:5]([CH3:8])([CH3:7])[CH2:4][CH:3]1[C:9](=[CH2:12])[C:10]#[N:11].[H][H].